This data is from Full USPTO retrosynthesis dataset with 1.9M reactions from patents (1976-2016). The task is: Predict the reactants needed to synthesize the given product. Given the product [CH3:43][S:44]([O-:47])(=[O:46])=[O:45].[CH2:1]([NH+:8]([CH2:26][C:27]1[CH:28]=[CH:29][C:30]([NH:33][C:34]([NH:36][C:37]2[CH:38]=[CH:39][CH:40]=[CH:41][CH:42]=2)=[O:35])=[CH:31][CH:32]=1)[CH2:9][C:10]1[CH:11]=[CH:12][C:13]([NH:16][C:17]([NH:19][C:20]2[CH:25]=[CH:24][CH:23]=[CH:22][CH:21]=2)=[O:18])=[CH:14][CH:15]=1)[C:2]1[CH:7]=[CH:6][CH:5]=[CH:4][CH:3]=1, predict the reactants needed to synthesize it. The reactants are: [CH2:1]([N:8]([CH2:26][C:27]1[CH:32]=[CH:31][C:30]([NH:33][C:34]([NH:36][C:37]2[CH:42]=[CH:41][CH:40]=[CH:39][CH:38]=2)=[O:35])=[CH:29][CH:28]=1)[CH2:9][C:10]1[CH:15]=[CH:14][C:13]([NH:16][C:17]([NH:19][C:20]2[CH:25]=[CH:24][CH:23]=[CH:22][CH:21]=2)=[O:18])=[CH:12][CH:11]=1)[C:2]1[CH:7]=[CH:6][CH:5]=[CH:4][CH:3]=1.[CH3:43][S:44]([OH:47])(=[O:46])=[O:45].